Dataset: Peptide-MHC class I binding affinity with 185,985 pairs from IEDB/IMGT. Task: Regression. Given a peptide amino acid sequence and an MHC pseudo amino acid sequence, predict their binding affinity value. This is MHC class I binding data. (1) The peptide sequence is REVFDYLLP. The MHC is HLA-A68:02 with pseudo-sequence HLA-A68:02. The binding affinity (normalized) is 0.0847. (2) The peptide sequence is YVLSFQVTF. The MHC is HLA-B45:06 with pseudo-sequence HLA-B45:06. The binding affinity (normalized) is 0.213. (3) The peptide sequence is FIQWTGGNI. The MHC is HLA-A02:06 with pseudo-sequence HLA-A02:06. The binding affinity (normalized) is 0.197. (4) The peptide sequence is VALWNDGTV. The MHC is HLA-B15:01 with pseudo-sequence HLA-B15:01. The binding affinity (normalized) is 0.0847. (5) The MHC is HLA-B40:01 with pseudo-sequence HLA-B40:01. The binding affinity (normalized) is 0.203. The peptide sequence is EEAIRHVRA. (6) The peptide sequence is DTTTDISKY. The MHC is HLA-B38:01 with pseudo-sequence HLA-B38:01. The binding affinity (normalized) is 0.0847. (7) The MHC is HLA-B38:01 with pseudo-sequence HLA-B38:01. The peptide sequence is ELRSRYWAI. The binding affinity (normalized) is 0.0847.